Predict the reactants needed to synthesize the given product. From a dataset of Full USPTO retrosynthesis dataset with 1.9M reactions from patents (1976-2016). (1) Given the product [Cl:22][C:18]1[CH:19]=[CH:20][CH:21]=[C:16]([Cl:15])[C:17]=1[C:23]1[N:27]2[CH:28]=[C:29]([O:12][C@H:5]3[C:6]4[C:11](=[CH:10][CH:9]=[CH:8][CH:7]=4)[C@@H:2]([NH2:1])[CH2:3][CH2:4]3)[CH:30]=[CH:31][C:26]2=[N:25][N:24]=1, predict the reactants needed to synthesize it. The reactants are: [NH2:1][C@@H:2]1[C:11]2[C:6](=[CH:7][CH:8]=[CH:9][CH:10]=2)[C@H:5]([OH:12])[CH2:4][CH2:3]1.[H-].[Na+].[Cl:15][C:16]1[CH:21]=[CH:20][CH:19]=[C:18]([Cl:22])[C:17]=1[C:23]1[N:27]2[CH:28]=[C:29](F)[CH:30]=[CH:31][C:26]2=[N:25][N:24]=1. (2) Given the product [CH3:24][O:23][C:19]1[CH:20]=[CH:21][CH:22]=[C:17]([N:14]2[CH2:13][CH2:12][N:11]([C:9]([O:8][CH2:1][C:2]3[CH:3]=[CH:4][CH:5]=[CH:6][CH:7]=3)=[O:10])[CH2:16][CH2:15]2)[C:18]=1[CH2:25][CH:26]=[O:27], predict the reactants needed to synthesize it. The reactants are: [CH2:1]([O:8][C:9]([N:11]1[CH2:16][CH2:15][N:14]([C:17]2[CH:22]=[CH:21][CH:20]=[C:19]([O:23][CH3:24])[C:18]=2[CH2:25][CH:26]2COC(C)(C)[O:27]2)[CH2:13][CH2:12]1)=[O:10])[C:2]1[CH:7]=[CH:6][CH:5]=[CH:4][CH:3]=1.Cl.C(OCC)(=O)C.